Dataset: Full USPTO retrosynthesis dataset with 1.9M reactions from patents (1976-2016). Task: Predict the reactants needed to synthesize the given product. Given the product [Si:11]([O:5][CH2:4][CH2:3][OH:6])([C:8]([CH3:10])([CH3:9])[CH3:7])([CH3:13])[CH3:12], predict the reactants needed to synthesize it. The reactants are: [H-].[Na+].[CH2:3]([OH:6])[CH2:4][OH:5].[CH3:7][C:8]([Si:11](Cl)([CH3:13])[CH3:12])([CH3:10])[CH3:9].